Regression. Given a peptide amino acid sequence and an MHC pseudo amino acid sequence, predict their binding affinity value. This is MHC class I binding data. From a dataset of Peptide-MHC class I binding affinity with 185,985 pairs from IEDB/IMGT. (1) The peptide sequence is YSQGAFTPL. The MHC is HLA-B27:05 with pseudo-sequence HLA-B27:05. The binding affinity (normalized) is 0.213. (2) The peptide sequence is GIYNCCESNI. The MHC is HLA-A02:02 with pseudo-sequence HLA-A02:02. The binding affinity (normalized) is 0.610. (3) The peptide sequence is YVRTNGTSK. The MHC is HLA-B08:02 with pseudo-sequence HLA-B08:02. The binding affinity (normalized) is 0.0847. (4) The peptide sequence is LMDENTYAM. The MHC is HLA-C05:01 with pseudo-sequence HLA-C05:01. The binding affinity (normalized) is 0.820. (5) The MHC is HLA-B57:01 with pseudo-sequence HLA-B57:01. The peptide sequence is SVHQFFWFQ. The binding affinity (normalized) is 0.0847. (6) The peptide sequence is LVGPTPVNI. The MHC is HLA-A11:01 with pseudo-sequence HLA-A11:01. The binding affinity (normalized) is 0.0354. (7) The peptide sequence is TVLDVGDAY. The MHC is HLA-B08:01 with pseudo-sequence HLA-B08:01. The binding affinity (normalized) is 0.483. (8) The peptide sequence is ATYGTAVNK. The MHC is HLA-B58:01 with pseudo-sequence HLA-B58:01. The binding affinity (normalized) is 0.0847. (9) The peptide sequence is TPALATRGF. The MHC is HLA-B15:01 with pseudo-sequence HLA-B15:01. The binding affinity (normalized) is 0.0847.